From a dataset of Reaction yield outcomes from USPTO patents with 853,638 reactions. Predict the reaction yield, written as a fraction of the theoretical maximum amount of product (1.0 means a 100% yield; for example, 0.34 means a 34% yield). (1) The reactants are S(=O)(=O)(O)[OH:2].[Br:6][C:7]1[CH:12]=[CH:11][C:10]([NH:13][C:14](=[O:18])[CH:15]=NO)=[C:9]([CH2:19][CH3:20])[CH:8]=1. The catalyst is O. The product is [Br:6][C:7]1[CH:12]=[C:11]2[C:10](=[C:9]([CH2:19][CH3:20])[CH:8]=1)[NH:13][C:14](=[O:18])[C:15]2=[O:2]. The yield is 0.740. (2) The reactants are COC1C=C(OC)C=CC=1C[N:6]([C:33]1[CH:38]=[CH:37][N:36]=[CH:35][N:34]=1)[S:7]([C:10]1[CH:15]=[C:14]([F:16])[C:13]([O:17][C@H:18]2[CH2:23][C:22]([CH3:25])([CH3:24])[CH2:21][CH2:20][C@@H:19]2[C:26]2[N:30]([CH3:31])[N:29]=[CH:28][CH:27]=2)=[CH:12][C:11]=1[F:32])(=[O:9])=[O:8].C([SiH](CC)CC)C.FC(F)(F)C(O)=O. The catalyst is ClCCl. The product is [CH3:24][C:22]1([CH3:25])[CH2:23][C@H:18]([O:17][C:13]2[C:14]([F:16])=[CH:15][C:10]([S:7]([NH:6][C:33]3[CH:38]=[CH:37][N:36]=[CH:35][N:34]=3)(=[O:8])=[O:9])=[C:11]([F:32])[CH:12]=2)[C@@H:19]([C:26]2[N:30]([CH3:31])[N:29]=[CH:28][CH:27]=2)[CH2:20][CH2:21]1. The yield is 0.920. (3) The reactants are [CH2:1]([O:8][CH:9]1[C:17]([CH3:19])([CH3:18])[CH2:16][C:15]2[NH:14][N:13]=[C:12]([C:20]([OH:22])=[O:21])[C:11]=2[CH2:10]1)[C:2]1[CH:7]=[CH:6][CH:5]=[CH:4][CH:3]=1.F[C:24]1[CH:29]=[C:28]([I:30])[CH:27]=[CH:26][N:25]=1. No catalyst specified. The product is [CH2:1]([O:8][CH:9]1[C:17]([CH3:19])([CH3:18])[CH2:16][C:15]2[N:14]([C:24]3[CH:29]=[C:28]([I:30])[CH:27]=[CH:26][N:25]=3)[N:13]=[C:12]([C:20]([OH:22])=[O:21])[C:11]=2[CH2:10]1)[C:2]1[CH:7]=[CH:6][CH:5]=[CH:4][CH:3]=1. The yield is 0.830. (4) The reactants are I[C:2]1[CH:7]=[CH:6][CH:5]=[CH:4][N:3]=1.[CH2:8]([C:12]1[O:13][C:14]2[CH:20]=[CH:19][C:18]([C:21]#[N:22])=[CH:17][C:15]=2[N:16]=1)[CH2:9][C:10]#[CH:11]. No catalyst specified. The product is [N:3]1[CH:4]=[CH:5][CH:6]=[CH:7][C:2]=1[C:11]#[C:10][CH2:9][CH2:8][C:12]1[O:13][C:14]2[CH:20]=[CH:19][C:18]([C:21]#[N:22])=[CH:17][C:15]=2[N:16]=1. The yield is 0.370. (5) The reactants are [Cl:1][C:2]([Cl:31])([Cl:30])[CH2:3][O:4][C:5]([C@@H:7]1[CH2:12][CH2:11][CH2:10][N:9]([C:13](=[O:29])[C@@H:14](NC(OC(C)(C)C)=O)[CH2:15][N:16]2[CH:20]=[CH:19][CH:18]=[N:17]2)[NH:8]1)=[O:6].FC(F)(F)C(O)=O.C([N:42](CC)C(C)C)(C)C.[C:48]([O:52][C:53]([NH:55][C@H:56]([C:60]([OH:62])=O)[CH:57]([CH3:59])[CH3:58])=[O:54])([CH3:51])([CH3:50])[CH3:49].C[NH3+].F[P-](F)(F)(F)(F)F.N1(OC(N(C)C)=[N+](C)C)C2N=CC=CC=2N=N1.F[P-](F)(F)(F)(F)F. The catalyst is ClCCl.C(OCC)(=O)C. The product is [Cl:31][C:2]([Cl:30])([Cl:1])[CH2:3][O:4][C:5]([C@@H:7]1[CH2:12][CH2:11][CH2:10][N:9]([C:13](=[O:29])[C@@H:14]([NH:42][C:60](=[O:62])[C@@H:56]([NH:55][C:53]([O:52][C:48]([CH3:51])([CH3:50])[CH3:49])=[O:54])[CH:57]([CH3:59])[CH3:58])[CH2:15][N:16]2[CH:20]=[CH:19][CH:18]=[N:17]2)[NH:8]1)=[O:6]. The yield is 0.520. (6) The reactants are [CH3:1][C:2]1[C:3]([CH3:21])=[CH:4][C:5]2[N:14]([CH2:15][CH:16]=O)[C:13]3[C:8]([C:9](=[O:19])[NH:10][C:11](=[O:18])[N:12]=3)=[N:7][C:6]=2[CH:20]=1.Cl.[C:23]([O:27][C:28](=[O:40])[C@H:29]([CH2:31][CH2:32][C:33]([O:35][C:36]([CH3:39])([CH3:38])[CH3:37])=[O:34])[NH2:30])([CH3:26])([CH3:25])[CH3:24].C(O)(=O)C.C([BH3-])#N.[Na+]. The catalyst is CO. The product is [C:23]([O:27][C:28](=[O:40])[CH:29]([NH:30][CH2:16][CH2:15][N:14]1[C:13]2[C:8]([C:9](=[O:19])[NH:10][C:11](=[O:18])[N:12]=2)=[N:7][C:6]2[CH:20]=[C:2]([CH3:1])[C:3]([CH3:21])=[CH:4][C:5]1=2)[CH2:31][CH2:32][C:33]([O:35][C:36]([CH3:39])([CH3:38])[CH3:37])=[O:34])([CH3:26])([CH3:24])[CH3:25]. The yield is 0.160. (7) The reactants are C[O:2][C:3](=[O:28])[CH2:4][O:5][C:6]1[C:7]2[C:8]3[CH:24]([C:25](=[O:27])[NH2:26])[CH2:23][CH2:22][C:9]=3[N:10]([CH2:15][C:16]3[CH:21]=[CH:20][CH:19]=[CH:18][CH:17]=3)[C:11]=2[CH:12]=[CH:13][CH:14]=1.[Li+].[OH-]. The catalyst is C1COCC1.CO. The product is [CH2:15]([N:10]1[C:11]2[CH:12]=[CH:13][CH:14]=[C:6]([O:5][CH2:4][C:3]([OH:28])=[O:2])[C:7]=2[C:8]2[CH:24]([C:25](=[O:27])[NH2:26])[CH2:23][CH2:22][C:9]1=2)[C:16]1[CH:21]=[CH:20][CH:19]=[CH:18][CH:17]=1. The yield is 0.920. (8) The reactants are [C:1]([O:5][C:6]([NH:8][C:9]([CH3:26])([CH3:25])[CH2:10][CH2:11][NH:12][C:13]1[CH:21]=[CH:20][C:16]([C:17]([OH:19])=[O:18])=[CH:15][C:14]=1[N+:22]([O-])=O)=[O:7])([CH3:4])([CH3:3])[CH3:2].[H][H]. The catalyst is [Ni].CO. The product is [NH2:22][C:14]1[CH:15]=[C:16]([CH:20]=[CH:21][C:13]=1[NH:12][CH2:11][CH2:10][C:9]([NH:8][C:6]([O:5][C:1]([CH3:4])([CH3:3])[CH3:2])=[O:7])([CH3:26])[CH3:25])[C:17]([OH:19])=[O:18]. The yield is 0.870.